Dataset: HIV replication inhibition screening data with 41,000+ compounds from the AIDS Antiviral Screen. Task: Binary Classification. Given a drug SMILES string, predict its activity (active/inactive) in a high-throughput screening assay against a specified biological target. (1) The compound is CC=C1C2CC3C4=Nc5ccccc5C4(C2C(=O)OC)C2C(O)ON3C12. The result is 0 (inactive). (2) The compound is Cn1c(=O)c2nc3c4ccccc4c(=O)n(C)c3nc2n(C)c1=O. The result is 0 (inactive). (3) The drug is O=C(O)c1ccc(N=Nc2ccc(CCc3ccc(N=Nc4ccc(C(=O)O)cc4O)cc3S(=O)(=O)O)c(S(=O)(=O)O)c2)c(O)c1.[NaH]. The result is 1 (active).